From a dataset of Forward reaction prediction with 1.9M reactions from USPTO patents (1976-2016). Predict the product of the given reaction. Given the reactants [CH3:1][O:2][C:3]1[CH:46]=[CH:45][C:6]2[NH:7][C:8](=[O:44])[N:9]([CH:12]3[CH2:17][CH2:16][N:15]([C:18]4[CH:23]=[C:22]([C:24]([C:26]5[CH:27]=[C:28]6[C:32](=[C:33]([CH3:35])[CH:34]=5)[N:31](COCC[Si](C)(C)C)[N:30]=[CH:29]6)=[O:25])[N:21]=[CH:20][N:19]=4)[CH2:14][CH2:13]3)[CH2:10][CH2:11][C:5]=2[CH:4]=1.Cl.N.O, predict the reaction product. The product is: [CH3:1][O:2][C:3]1[CH:46]=[CH:45][C:6]2[NH:7][C:8](=[O:44])[N:9]([CH:12]3[CH2:17][CH2:16][N:15]([C:18]4[CH:23]=[C:22]([C:24]([C:26]5[CH:27]=[C:28]6[C:32](=[C:33]([CH3:35])[CH:34]=5)[NH:31][N:30]=[CH:29]6)=[O:25])[N:21]=[CH:20][N:19]=4)[CH2:14][CH2:13]3)[CH2:10][CH2:11][C:5]=2[CH:4]=1.